This data is from Experimentally validated miRNA-target interactions with 360,000+ pairs, plus equal number of negative samples. The task is: Binary Classification. Given a miRNA mature sequence and a target amino acid sequence, predict their likelihood of interaction. (1) The miRNA is hsa-miR-500b-3p with sequence GCACCCAGGCAAGGAUUCUG. The protein sequence of the target gene is MGPRNPSPDHLSESESEEEENISYLNESSGEEWDSSEEEDSMVPNLSPLESLAWQVKCLLKYSTTWKPLNPNSWLYHAKLLDPSTPVHILREIGLRLSHCSHCVPKLEPIPEWPPLASCGVPPFQKPLTSPSRLSRDHATLNGALQFATKQLSRTLSRATPIPEYLKQIPNSCVSGCCCGWLTKTVKETTRTEPINTTYSYTDFQKAVNKLLTASL. Result: 1 (interaction). (2) The miRNA is hsa-miR-889-3p with sequence UUAAUAUCGGACAACCAUUGU. The protein sequence of the target gene is MAAAALLAAVDRNQLRRVPILLLQPREWAWKLRTMKYGTTPGGSITKVLIANRGEIACRVIRTAKKMGVQSVAVYSEADRNSMHVDMADEAYSIGPAPSQQSYLAMEKIIQVAKSSAAQAIHPGYGFLSENMEFAELCKQEGIIFIGPPSSAIRDMGIKSTSKSIMAAAGVPVVEGYHGKDQSDQCLREHAGKIGYPVMIKAVRGGGGKGMRIVRSEREFQEQLESARREAKKSFNDDAMLIEKFVDTPRHVEVQVFGDHHGNAVYLFERDCSVQRRHQKIIEEAPAPGINPEVRRKLGE.... Result: 0 (no interaction).